This data is from Full USPTO retrosynthesis dataset with 1.9M reactions from patents (1976-2016). The task is: Predict the reactants needed to synthesize the given product. Given the product [CH3:1][C:2]1([N:8]2[CH2:17][C:16]3=[CH:18][NH:19][C:14]4[C:15]3=[C:10]([CH:11]=[CH:12][N:13]=4)[C:9]2=[O:20])[CH2:7][CH2:6][N:5]([C:31](=[O:32])[CH2:30][C:28]#[N:29])[CH2:4][CH2:3]1, predict the reactants needed to synthesize it. The reactants are: [CH3:1][C:2]1([N:8]2[CH2:17][C:16]3=[CH:18][NH:19][C:14]4[C:15]3=[C:10]([CH:11]=[CH:12][N:13]=4)[C:9]2=[O:20])[CH2:7][CH2:6][NH:5][CH2:4][CH2:3]1.C(N(CC)CC)C.[C:28]([CH2:30][C:31](ON1C(=O)CCC1=O)=[O:32])#[N:29].